This data is from Full USPTO retrosynthesis dataset with 1.9M reactions from patents (1976-2016). The task is: Predict the reactants needed to synthesize the given product. (1) Given the product [CH3:15][N:7]([CH2:6][C@H:3]1[CH2:4][CH2:5][NH:1][CH2:2]1)[C:8](=[O:14])[O:9][C:10]([CH3:11])([CH3:13])[CH3:12], predict the reactants needed to synthesize it. The reactants are: [NH:1]1[CH2:5][CH2:4][C@H:3]([CH2:6][NH:7][C:8](=[O:14])[O:9][C:10]([CH3:13])([CH3:12])[CH3:11])[CH2:2]1.[CH3:15]N(C[C@H]1CCCN1)C(=O)OC(C)(C)C. (2) Given the product [F:1][C:2]1[CH:7]=[C:6]([F:8])[CH:5]=[CH:4][C:3]=1[C:9]1[N:10]=[C:11]2[N:15]([C:16]=1[I:24])[CH2:14][CH2:13][O:12]2, predict the reactants needed to synthesize it. The reactants are: [F:1][C:2]1[CH:7]=[C:6]([F:8])[CH:5]=[CH:4][C:3]=1[C:9]1[N:10]=[C:11]2[N:15]([CH:16]=1)[CH2:14][CH2:13][O:12]2.C1C(=O)N([I:24])C(=O)C1. (3) Given the product [CH3:2][N:3]1[CH:7]=[C:6]([C:8]2[N:13]=[C:12]([C:14]3[CH:15]=[N:16][N:17]([C:19]4([CH2:25][C:26]#[N:27])[CH2:20][CH2:21][N:22]([CH2:41][CH2:42][CH3:43])[CH2:23][CH2:24]4)[CH:18]=3)[N:11]3[CH:28]=[CH:29][N:30]=[C:10]3[CH:9]=2)[CH:5]=[N:4]1, predict the reactants needed to synthesize it. The reactants are: Cl.[CH3:2][N:3]1[CH:7]=[C:6]([C:8]2[N:13]=[C:12]([C:14]3[CH:15]=[N:16][N:17]([C:19]4([CH2:25][C:26]#[N:27])[CH2:24][CH2:23][NH:22][CH2:21][CH2:20]4)[CH:18]=3)[N:11]3[CH:28]=[CH:29][N:30]=[C:10]3[CH:9]=2)[CH:5]=[N:4]1.C(#N)C.C(N(CC)CC)C.[CH:41](=O)[CH2:42][CH3:43].[BH-](OC(C)=O)(OC(C)=O)OC(C)=O.[Na+]. (4) Given the product [ClH:1].[C:31]([CH2:30][CH2:29][CH2:28][CH2:27][N:25]1[CH:26]=[C:22](/[CH:21]=[C:16]2\[CH2:15][N:14]([CH:6]([C:7]3[CH:12]=[CH:11][CH:10]=[CH:9][C:8]=3[F:13])[C:5]([CH:2]3[CH2:3][CH2:4]3)=[O:36])[CH2:19][CH2:18][CH:17]\2[SH:20])[N:23]=[N:24]1)([OH:33])=[O:32], predict the reactants needed to synthesize it. The reactants are: [ClH:1].[CH:2]1([C:5](=[O:36])[CH:6]([N:14]2[CH2:19][CH2:18][CH:17]([SH:20])/[C:16](=[CH:21]/[C:22]3[N:23]=[N:24][N:25]([CH2:27][CH2:28][CH2:29][CH2:30][C:31]([O:33]CC)=[O:32])[CH:26]=3)/[CH2:15]2)[C:7]2[CH:12]=[CH:11][CH:10]=[CH:9][C:8]=2[F:13])[CH2:4][CH2:3]1.Cl.